From a dataset of Catalyst prediction with 721,799 reactions and 888 catalyst types from USPTO. Predict which catalyst facilitates the given reaction. Reactant: [F:1][C:2]([F:20])([F:19])[C:3]1[CH:8]=[CH:7][CH:6]=[CH:5][C:4]=1[C:9]1[CH:14]=[CH:13][N:12]2[N:15]=[CH:16][C:17]([NH2:18])=[C:11]2[N:10]=1.[N:21]1[CH:26]=[CH:25][CH:24]=[CH:23][C:22]=1[C:27]([OH:29])=O.[CH3:30]CN(C(C)C)C(C)C.CN(C(ON1N=NC2C=CC=NC1=2)=[N+](C)C)C.F[P-](F)(F)(F)(F)F. Product: [CH3:30][C:16]1[C:17]([NH:18][C:27](=[O:29])[C:22]2[CH:23]=[CH:24][CH:25]=[CH:26][N:21]=2)=[C:11]2[N:10]=[C:9]([C:4]3[CH:5]=[CH:6][CH:7]=[CH:8][C:3]=3[C:2]([F:1])([F:19])[F:20])[CH:14]=[CH:13][N:12]2[N:15]=1. The catalyst class is: 18.